From a dataset of Full USPTO retrosynthesis dataset with 1.9M reactions from patents (1976-2016). Predict the reactants needed to synthesize the given product. (1) The reactants are: [F:1][CH:2]([F:32])[O:3][C:4]1[CH:5]=[C:6]2[C:10](=[CH:11][CH:12]=1)[N:9]([CH2:13][CH2:14][CH2:15][N:16]([CH3:18])[CH3:17])[N:8]=[C:7]2[Sn](CCCC)(CCCC)CCCC.Br[C:34]1[N:39]=[C:38]2[C:40]([C:62]([NH:64][C:65]3([CH3:68])[CH2:67][CH2:66]3)=[O:63])=[CH:41][N:42]([C:43]([C:56]3[CH:61]=[CH:60][CH:59]=[CH:58][CH:57]=3)([C:50]3[CH:55]=[CH:54][CH:53]=[CH:52][CH:51]=3)[C:44]3[CH:49]=[CH:48][CH:47]=[CH:46][CH:45]=3)[C:37]2=[N:36][CH:35]=1. Given the product [F:32][CH:2]([F:1])[O:3][C:4]1[CH:5]=[C:6]2[C:10](=[CH:11][CH:12]=1)[N:9]([CH2:13][CH2:14][CH2:15][N:16]([CH3:17])[CH3:18])[N:8]=[C:7]2[C:34]1[N:39]=[C:38]2[C:40]([C:62]([NH:64][C:65]3([CH3:68])[CH2:67][CH2:66]3)=[O:63])=[CH:41][N:42]([C:43]([C:50]3[CH:51]=[CH:52][CH:53]=[CH:54][CH:55]=3)([C:56]3[CH:61]=[CH:60][CH:59]=[CH:58][CH:57]=3)[C:44]3[CH:45]=[CH:46][CH:47]=[CH:48][CH:49]=3)[C:37]2=[N:36][CH:35]=1, predict the reactants needed to synthesize it. (2) Given the product [Br:8][C:5]1[N:4]=[C:3]2[N:9]([CH2:10][C:11]3[CH:16]=[CH:15][C:14]([C:17]4[CH:22]=[CH:21][CH:20]=[CH:19][CH:18]=4)=[CH:13][C:12]=3[Cl:23])[C:27]([O:26][CH2:24][CH3:25])=[N:1][C:2]2=[CH:7][CH:6]=1, predict the reactants needed to synthesize it. The reactants are: [NH2:1][C:2]1[C:3]([NH:9][CH2:10][C:11]2[CH:16]=[CH:15][C:14]([C:17]3[CH:22]=[CH:21][CH:20]=[CH:19][CH:18]=3)=[CH:13][C:12]=2[Cl:23])=[N:4][C:5]([Br:8])=[CH:6][CH:7]=1.[CH2:24]([O:26][C:27](OCC)(OCC)OCC)[CH3:25]. (3) The reactants are: COC(=O)[CH2:4][CH2:5][N:6]1[C:14]2[C:9](=[CH:10][CH:11]=[CH:12][CH:13]=2)[CH:8]=[CH:7]1.[CH3:16][Mg]I.C([O:21][CH2:22][CH3:23])C. Given the product [N:6]1([CH2:5][CH2:4][C:22]([CH3:23])([OH:21])[CH3:16])[C:14]2[C:9](=[CH:10][CH:11]=[CH:12][CH:13]=2)[CH:8]=[CH:7]1, predict the reactants needed to synthesize it. (4) Given the product [NH2:32][CH:22]([C:20]1[O:21][C:17]([C:14]2[C:13]([NH:40][CH:41]([CH3:43])[CH3:42])=[CH:12][C:11]([NH:10][C:7]3[CH:8]=[CH:9][C:4]4[N:3]=[CH:2][S:1][C:5]=4[CH:6]=3)=[N:16][CH:15]=2)=[N:18][N:19]=1)[CH2:23][O:24][Si:25]([C:28]([CH3:31])([CH3:30])[CH3:29])([CH3:26])[CH3:27], predict the reactants needed to synthesize it. The reactants are: [S:1]1[C:5]2[CH:6]=[C:7]([NH:10][C:11]3[N:16]=[CH:15][C:14]([C:17]4[O:21][C:20]([CH:22]([NH:32]C(=O)OC(C)(C)C)[CH2:23][O:24][Si:25]([C:28]([CH3:31])([CH3:30])[CH3:29])([CH3:27])[CH3:26])=[N:19][N:18]=4)=[C:13]([NH:40][CH:41]([CH3:43])[CH3:42])[CH:12]=3)[CH:8]=[CH:9][C:4]=2[N:3]=[CH:2]1.N1C(C)=CC=CC=1C.[Si](OS(C(F)(F)F)(=O)=O)(C(C)(C)C)(C)C.